From a dataset of Forward reaction prediction with 1.9M reactions from USPTO patents (1976-2016). Predict the product of the given reaction. (1) Given the reactants [Br:1][C:2]1[CH:3]=[CH:4][C:5]([F:17])=[C:6]([C:8]2([CH2:15][F:16])[CH2:13][O:12][CH2:11][C:10]([NH2:14])=[N:9]2)[CH:7]=1.[CH3:18][C:19]([O:22][C:23](O[C:23]([O:22][C:19]([CH3:21])([CH3:20])[CH3:18])=[O:24])=[O:24])([CH3:21])[CH3:20].CCN(C(C)C)C(C)C, predict the reaction product. The product is: [C:19]([O:22][C:23](=[O:24])[NH:14][C:10]1[CH2:11][O:12][CH2:13][C:8]([C:6]2[CH:7]=[C:2]([Br:1])[CH:3]=[CH:4][C:5]=2[F:17])([CH2:15][F:16])[N:9]=1)([CH3:21])([CH3:20])[CH3:18]. (2) Given the reactants [BH4-].[Na+].[C:3]([O:7][C:8]([N:10]1[CH2:15][CH2:14][C@@:13]([C:21]2[CH:26]=[CH:25][C:24]([CH2:27][O:28][CH2:29][CH2:30][O:31][CH3:32])=[CH:23][CH:22]=2)([O:16][CH2:17][C@H:18]2[CH2:20][O:19]2)[C@@H:12]([O:33][CH2:34][C:35]2[CH:36]=[CH:37][C:38]3[O:43][CH2:42][CH2:41][N:40]([CH2:44][CH2:45][CH2:46][O:47][CH3:48])[C:39]=3[CH:49]=2)[CH2:11]1)=[O:9])([CH3:6])([CH3:5])[CH3:4], predict the reaction product. The product is: [C:3]([O:7][C:8]([N:10]1[CH2:15][CH2:14][C@:13]([O:16][CH2:17][C@H:18]([OH:19])[CH3:20])([C:21]2[CH:22]=[CH:23][C:24]([CH2:27][O:28][CH2:29][CH2:30][O:31][CH3:32])=[CH:25][CH:26]=2)[C@@H:12]([O:33][CH2:34][C:35]2[CH:36]=[CH:37][C:38]3[O:43][CH2:42][CH2:41][N:40]([CH2:44][CH2:45][CH2:46][O:47][CH3:48])[C:39]=3[CH:49]=2)[CH2:11]1)=[O:9])([CH3:4])([CH3:6])[CH3:5]. (3) The product is: [C:5]1([CH:8]([CH3:24])[CH2:9][S:10]([NH:13][C:14]2[CH:19]=[CH:18][CH:17]=[CH:16][C:15]=2[S:20]([NH2:23])(=[O:22])=[O:21])(=[O:11])=[O:12])[CH:6]=[CH:7][CH:2]=[CH:3][CH:4]=1. Given the reactants Cl[C:2]1[CH:7]=[CH:6][C:5](/[C:8](/[CH3:24])=[CH:9]/[S:10]([NH:13][C:14]2[CH:19]=[CH:18][CH:17]=[CH:16][C:15]=2[S:20]([NH2:23])(=[O:22])=[O:21])(=[O:12])=[O:11])=[CH:4][CH:3]=1.ClC1C=CC(C(=C)CS(NC2C=CC=CC=2S(N)(=O)=O)(=O)=O)=CC=1.[H][H], predict the reaction product.